Dataset: Forward reaction prediction with 1.9M reactions from USPTO patents (1976-2016). Task: Predict the product of the given reaction. (1) Given the reactants O/[C:2](/[C:10]1([CH3:13])[CH2:12][CH2:11]1)=[CH:3]\[C:4](=[O:9])/[CH:5]=[CH:6]/[O:7]C.C(O)(C(F)(F)F)=O, predict the reaction product. The product is: [CH3:13][C:10]1([C:2]2[O:7][CH:6]=[CH:5][C:4](=[O:9])[CH:3]=2)[CH2:11][CH2:12]1. (2) Given the reactants I[C:2]1[N:3]=[C:4]([CH3:15])[N:5]([C:8]2[CH:13]=[CH:12][NH:11][C:10](=[O:14])[CH:9]=2)[C:6]=1[CH3:7].C([N:18]([CH2:21][CH3:22])[CH2:19][CH3:20])C.[Cl:23]C#CC1C=C([Si](C)(C)C)C=CN=1.[F-].[CH2:37]([N+](CCCC)(CCCC)CCCC)[CH2:38][CH2:39]C, predict the reaction product. The product is: [Cl:23][C:21]1[CH:22]=[C:37]([C:38]#[C:39][C:2]2[N:3]=[C:4]([CH3:15])[N:5]([C:8]3[CH:13]=[CH:12][NH:11][C:10](=[O:14])[CH:9]=3)[C:6]=2[CH3:7])[CH:20]=[CH:19][N:18]=1. (3) Given the reactants [Br:1][C:2]1[CH:3]=[C:4]([S:9]([NH2:12])(=[O:11])=[O:10])[CH:5]=[N:6][C:7]=1Cl.[CH:13]1([CH2:16][NH2:17])[CH2:15][CH2:14]1, predict the reaction product. The product is: [Br:1][C:2]1[CH:3]=[C:4]([S:9]([NH2:12])(=[O:11])=[O:10])[CH:5]=[N:6][C:7]=1[NH:17][CH2:16][CH:13]1[CH2:15][CH2:14]1. (4) Given the reactants [CH2:1]([O:4][C:5]1([CH3:32])[CH2:10][CH2:9][N:8]([C:11]2[N:16]3[CH:17]=[C:18]([NH2:20])[N:19]=[C:15]3[CH:14]=[C:13]([CH3:21])[C:12]=2[C@H:22]([O:27][C:28]([CH3:31])([CH3:30])[CH3:29])[C:23]([O:25]C)=[O:24])[CH2:7][CH2:6]1)[CH:2]=[CH2:3].[F:33][C:34]1[CH:39]=[CH:38][C:37]([CH2:40][S:41](Cl)(=[O:43])=[O:42])=[CH:36][CH:35]=1.O.CO, predict the reaction product. The product is: [CH2:1]([O:4][C:5]1([CH3:32])[CH2:6][CH2:7][N:8]([C:11]2[N:16]3[CH:17]=[C:18]([NH:20][S:41]([CH2:40][C:37]4[CH:38]=[CH:39][C:34]([F:33])=[CH:35][CH:36]=4)(=[O:42])=[O:43])[N:19]=[C:15]3[CH:14]=[C:13]([CH3:21])[C:12]=2[C@H:22]([O:27][C:28]([CH3:29])([CH3:31])[CH3:30])[C:23]([OH:25])=[O:24])[CH2:9][CH2:10]1)[CH:2]=[CH2:3]. (5) Given the reactants [F:1][C:2]([F:7])([F:6])[C:3]([OH:5])=[O:4].C(OC([N:15]1[CH2:20][CH2:19][CH:18]([C:21]2[C:30]3[C:25](=[CH:26][CH:27]=[C:28]([F:31])[CH:29]=3)[CH:24]=[C:23]([CH2:32][C:33]([O:35][CH3:36])=[O:34])[CH:22]=2)[CH2:17][CH2:16]1)=O)(C)(C)C, predict the reaction product. The product is: [F:1][C:2]([F:7])([F:6])[C:3]([OH:5])=[O:4].[CH3:36][O:35][C:33](=[O:34])[CH2:32][C:23]1[CH:22]=[C:21]([CH:18]2[CH2:19][CH2:20][NH:15][CH2:16][CH2:17]2)[C:30]2[C:25](=[CH:26][CH:27]=[C:28]([F:31])[CH:29]=2)[CH:24]=1. (6) Given the reactants [CH3:1][C:2]([CH3:6])([CH3:5])[CH:3]=[O:4].[Cl:7][C:8]1[CH:13]=[CH:12][C:11]([Mg]Br)=[CH:10][CH:9]=1, predict the reaction product. The product is: [Cl:7][C:8]1[CH:13]=[CH:12][C:11]([CH:3]([OH:4])[C:2]([CH3:6])([CH3:5])[CH3:1])=[CH:10][CH:9]=1. (7) Given the reactants Cl[C:2]1[N:3]=[N+:4]([O-:12])[C:5]2[CH:11]=[CH:10][CH:9]=[CH:8][C:6]=2[N:7]=1.[NH2:13][CH2:14][CH2:15][CH2:16][N:17]([CH2:25][CH2:26][CH2:27][NH2:28])[C:18](=[O:24])[O:19][C:20]([CH3:23])([CH3:22])[CH3:21].CCN(CC)CC.[F:36][C:37]([F:48])([F:47])[C:38](O[C:38](=[O:39])[C:37]([F:48])([F:47])[F:36])=[O:39], predict the reaction product. The product is: [O-:12][N+:4]1[C:5]2[CH:11]=[CH:10][CH:9]=[CH:8][C:6]=2[N:7]=[C:2]([NH:13][CH2:14][CH2:15][CH2:16][N:17]([CH2:25][CH2:26][CH2:27][NH:28][C:38](=[O:39])[C:37]([F:48])([F:47])[F:36])[C:18](=[O:24])[O:19][C:20]([CH3:22])([CH3:23])[CH3:21])[N:3]=1. (8) Given the reactants [Li+].CC([N-]C(C)C)C.[CH2:9]([O:11][C:12](=[O:25])[CH2:13][CH:14]1[C:19](=[O:20])[NH:18][C:17]2[CH:21]=[CH:22][CH:23]=[CH:24][C:16]=2[S:15]1)[CH3:10].Br[CH2:27][C:28]([OH:30])=[O:29].Cl, predict the reaction product. The product is: [C:28]([CH2:27][N:18]1[C:19](=[O:20])[CH:14]([CH2:13][C:12]([O:11][CH2:9][CH3:10])=[O:25])[S:15][C:16]2[CH:24]=[CH:23][CH:22]=[CH:21][C:17]1=2)([OH:30])=[O:29]. (9) The product is: [CH3:24][O:23][CH2:22][CH2:21][N:19]([CH3:20])[C:16]1[CH:17]=[CH:18][C:13]([NH:12][C:10]2[N:11]=[C:6]([O:5][C:4]3[CH:3]=[C:2]([NH:1][C:40](=[O:43])[CH:41]=[CH2:42])[CH:30]=[CH:29][CH:28]=3)[C:7]3[CH:27]=[CH:26][NH:25][C:8]=3[N:9]=2)=[CH:14][CH:15]=1. Given the reactants [NH2:1][C:2]1[CH:3]=[C:4]([CH:28]=[CH:29][CH:30]=1)[O:5][C:6]1[C:7]2[CH:27]=[CH:26][NH:25][C:8]=2[N:9]=[C:10]([NH:12][C:13]2[CH:18]=[CH:17][C:16]([N:19]([CH2:21][CH2:22][O:23][CH3:24])[CH3:20])=[CH:15][CH:14]=2)[N:11]=1.CCN(C(C)C)C(C)C.[C:40](Cl)(=[O:43])[CH:41]=[CH2:42].[OH-].[Na+], predict the reaction product.